The task is: Predict the reactants needed to synthesize the given product.. This data is from Full USPTO retrosynthesis dataset with 1.9M reactions from patents (1976-2016). Given the product [Br:22][C:23]1[CH:30]=[CH:29][C:26]([C:27]2[N:12]([CH2:11][C@@H:8]3[CH2:9][CH2:10][N:6]([C:4]([CH:1]4[CH2:3][CH2:2]4)=[O:5])[CH2:7]3)[C:13]3=[N:14][C:15]([O:20][CH3:21])=[CH:16][CH:17]=[C:18]3[N:19]=2)=[CH:25][CH:24]=1, predict the reactants needed to synthesize it. The reactants are: [CH:1]1([C:4]([N:6]2[CH2:10][CH2:9][C@@H:8]([CH2:11][NH:12][C:13]3[C:18]([NH2:19])=[CH:17][CH:16]=[C:15]([O:20][CH3:21])[N:14]=3)[CH2:7]2)=[O:5])[CH2:3][CH2:2]1.[Br:22][C:23]1[CH:30]=[CH:29][C:26]([CH:27]=O)=[CH:25][CH:24]=1.